Predict the reaction yield, written as a fraction of the theoretical maximum amount of product (1.0 means a 100% yield; for example, 0.34 means a 34% yield). From a dataset of Reaction yield outcomes from USPTO patents with 853,638 reactions. The reactants are Cl[C:2]([O:4][C:5]1[CH:10]=[CH:9][C:8]([N+:11]([O-:13])=[O:12])=[CH:7][CH:6]=1)=[O:3].N1C=CC=CC=1.[CH:20]1([CH2:26][C@H:27]([OH:36])[C:28]([N:30]2[CH2:35][CH2:34][O:33][CH2:32][CH2:31]2)=[O:29])[CH2:25][CH2:24][CH2:23][CH2:22][CH2:21]1. The catalyst is O1CCOCC1. The product is [C:2](=[O:3])([O:4][C:5]1[CH:6]=[CH:7][C:8]([N+:11]([O-:13])=[O:12])=[CH:9][CH:10]=1)[O:36][C@H:27]([C:28]([N:30]1[CH2:31][CH2:32][O:33][CH2:34][CH2:35]1)=[O:29])[CH2:26][CH:20]1[CH2:25][CH2:24][CH2:23][CH2:22][CH2:21]1. The yield is 0.730.